Task: Regression. Given a peptide amino acid sequence and an MHC pseudo amino acid sequence, predict their binding affinity value. This is MHC class II binding data.. Dataset: Peptide-MHC class II binding affinity with 134,281 pairs from IEDB (1) The peptide sequence is FLHLVGFPTHRHIRG. The MHC is DRB1_0404 with pseudo-sequence DRB1_0404. The binding affinity (normalized) is 1.00. (2) The peptide sequence is RRTEPAAEGVGAASQDL. The MHC is HLA-DQA10401-DQB10402 with pseudo-sequence HLA-DQA10401-DQB10402. The binding affinity (normalized) is 0.392. (3) The binding affinity (normalized) is 0.957. The peptide sequence is VEIKEFANAVKLRRS. The MHC is DRB1_1501 with pseudo-sequence DRB1_1501. (4) The peptide sequence is ATVATAPEVKYTVFE. The MHC is DRB1_1101 with pseudo-sequence DRB1_1101. The binding affinity (normalized) is 0.0760. (5) The peptide sequence is QEMIKYMTLVSAAER. The MHC is DRB5_0101 with pseudo-sequence DRB5_0101. The binding affinity (normalized) is 0.845. (6) The binding affinity (normalized) is 0.365. The peptide sequence is EEIRRIWRQANNGDD. The MHC is DRB1_0401 with pseudo-sequence DRB1_0401.